This data is from Peptide-MHC class II binding affinity with 134,281 pairs from IEDB. The task is: Regression. Given a peptide amino acid sequence and an MHC pseudo amino acid sequence, predict their binding affinity value. This is MHC class II binding data. The peptide sequence is GDGKISLSELTDALR. The MHC is DRB5_0101 with pseudo-sequence DRB5_0101. The binding affinity (normalized) is 0.125.